Task: Predict the reactants needed to synthesize the given product.. Dataset: Full USPTO retrosynthesis dataset with 1.9M reactions from patents (1976-2016) Given the product [N:9]1[NH:10][C:11](=[O:12])[N:3]2[CH:4]=[CH:5][CH:6]=[CH:7][C:2]=12, predict the reactants needed to synthesize it. The reactants are: Cl[C:2]1[CH:7]=[CH:6][CH:5]=[CH:4][N:3]=1.Cl.[NH2:9][NH:10][C:11](N)=[O:12].S(=O)(=O)(O)O.